From a dataset of Reaction yield outcomes from USPTO patents with 853,638 reactions. Predict the reaction yield, written as a fraction of the theoretical maximum amount of product (1.0 means a 100% yield; for example, 0.34 means a 34% yield). (1) The reactants are [CH:1]1([C:4]2[C:5]([O:30][CH3:31])=[C:6]([CH:12]([OH:29])[C:13]#[C:14][C:15]3[CH:20]=[CH:19][C:18]([O:21][CH2:22][C:23]4[CH:28]=[CH:27][CH:26]=[CH:25][CH:24]=4)=[CH:17][CH:16]=3)[CH:7]=[CH:8][C:9]=2[O:10][CH3:11])[CH2:3][CH2:2]1. The catalyst is C(Cl)(Cl)Cl.O=[Mn]=O. The product is [CH:1]1([C:4]2[C:5]([O:30][CH3:31])=[C:6]([C:12](=[O:29])[C:13]#[C:14][C:15]3[CH:20]=[CH:19][C:18]([O:21][CH2:22][C:23]4[CH:28]=[CH:27][CH:26]=[CH:25][CH:24]=4)=[CH:17][CH:16]=3)[CH:7]=[CH:8][C:9]=2[O:10][CH3:11])[CH2:3][CH2:2]1. The yield is 0.660. (2) The reactants are [CH2:1]([C:5]1[N:6]=[C:7]([O:27][CH3:28])[NH:8][C:9](=[O:26])[C:10]=1[CH2:11][C:12]1[CH:17]=[CH:16][C:15]([C:18]2[C:19]([C:24]#[N:25])=[CH:20][CH:21]=[CH:22][CH:23]=2)=[CH:14][CH:13]=1)[CH2:2][CH2:3][CH3:4].[C:29]1(B(O)O)[CH:34]=[CH:33][CH:32]=[CH:31][CH:30]=1.N1C=CC=CC=1.C(N(CC)CC)C. The catalyst is C(OCC)(=O)C.C([O-])(=O)C.[Cu+2].C([O-])(=O)C.ClCCl. The product is [CH2:1]([C:5]1[N:6]=[C:7]([O:27][CH3:28])[N:8]([C:29]2[CH:34]=[CH:33][CH:32]=[CH:31][CH:30]=2)[C:9](=[O:26])[C:10]=1[CH2:11][C:12]1[CH:17]=[CH:16][C:15]([C:18]2[C:19]([C:24]#[N:25])=[CH:20][CH:21]=[CH:22][CH:23]=2)=[CH:14][CH:13]=1)[CH2:2][CH2:3][CH3:4]. The yield is 0.650. (3) The reactants are [CH3:1][O:2][C:3]1[CH:4]=[C:5]2[C:10](=[CH:11][C:12]=1[O:13][CH3:14])[N:9]=[CH:8][N:7]=[C:6]2[O:15][C:16]1[CH:22]=[CH:21][C:19]([NH2:20])=[C:18]([O:23][CH3:24])[CH:17]=1.C(N(CC)CC)C.ClC(Cl)(O[C:36](=[O:42])OC(Cl)(Cl)Cl)Cl.[N:44]1([CH2:49][CH2:50][NH2:51])[CH2:48][CH2:47][CH2:46][CH2:45]1. The yield is 0.180. The product is [CH3:1][O:2][C:3]1[CH:4]=[C:5]2[C:10](=[CH:11][C:12]=1[O:13][CH3:14])[N:9]=[CH:8][N:7]=[C:6]2[O:15][C:16]1[CH:22]=[CH:21][C:19]([NH:20][C:36]([NH:51][CH2:50][CH2:49][N:44]2[CH2:48][CH2:47][CH2:46][CH2:45]2)=[O:42])=[C:18]([O:23][CH3:24])[CH:17]=1. The catalyst is C(Cl)(Cl)Cl.O. (4) The reactants are [CH3:1][CH:2]([NH2:6])[CH:3]([CH3:5])[CH3:4].[F:7][C:8]1[C:16]([F:17])=[CH:15][C:14]([F:18])=[C:13]([F:19])[C:9]=1[C:10](Cl)=[O:11]. No catalyst specified. The product is [CH3:1][CH:2]([NH:6][C:10](=[O:11])[C:9]1[C:13]([F:19])=[C:14]([F:18])[CH:15]=[C:16]([F:17])[C:8]=1[F:7])[CH:3]([CH3:5])[CH3:4]. The yield is 0.810.